The task is: Predict the reaction yield, written as a fraction of the theoretical maximum amount of product (1.0 means a 100% yield; for example, 0.34 means a 34% yield).. This data is from Reaction yield outcomes from USPTO patents with 853,638 reactions. (1) The reactants are F[C:2]1[C:7]([F:8])=[CH:6][C:5]([C:9]2[O:10][C:11]([C:14]3[C:15]([C:20]4[CH:25]=[CH:24][CH:23]=[CH:22][CH:21]=4)=[N:16][O:17][C:18]=3[CH3:19])=[N:12][N:13]=2)=[C:4]([O:26][CH3:27])[CH:3]=1.[NH2:28][CH2:29][CH2:30][N:31]1[CH2:35][CH2:34][CH2:33][CH2:32]1. No catalyst specified. The product is [F:8][C:7]1[CH:6]=[C:5]([C:9]2[O:10][C:11]([C:14]3[C:15]([C:20]4[CH:21]=[CH:22][CH:23]=[CH:24][CH:25]=4)=[N:16][O:17][C:18]=3[CH3:19])=[N:12][N:13]=2)[C:4]([O:26][CH3:27])=[CH:3][C:2]=1[NH:28][CH2:29][CH2:30][N:31]1[CH2:35][CH2:34][CH2:33][CH2:32]1. The yield is 0.580. (2) The reactants are CN(C)C=O.[OH:6][CH2:7][C:8]1[CH:13]=[CH:12][CH:11]=[CH:10][N:9]=1.[H-].[Na+].[F:16][C:17]1[CH:18]=[C:19]([CH:22]=[CH:23][C:24]=1F)[CH:20]=[O:21]. The catalyst is O. The product is [F:16][C:17]1[CH:18]=[C:19]([CH:22]=[CH:23][C:24]=1[O:6][CH2:7][C:8]1[CH:13]=[CH:12][CH:11]=[CH:10][N:9]=1)[CH:20]=[O:21]. The yield is 0.456. (3) The reactants are [Cl:1][C:2]1[CH:7]=[CH:6][CH:5]=[C:4]([Cl:8])[C:3]=1[C:9]1[C:13]([CH2:14][S:15][C:16]2[CH:21]=[CH:20][C:19](B(O)O)=[CH:18][CH:17]=2)=[C:12]([CH:25]([CH3:27])[CH3:26])[O:11][N:10]=1.Br[C:29]1[CH:30]=[C:31]2[C:36](=[CH:37][CH:38]=1)[N:35]=[C:34]([C:39]([O:41][CH2:42][CH3:43])=[O:40])[CH:33]=[CH:32]2.C(=O)([O-])[O-].[Na+].[Na+]. The catalyst is COCCOC.C1C=CC([P]([Pd]([P](C2C=CC=CC=2)(C2C=CC=CC=2)C2C=CC=CC=2)([P](C2C=CC=CC=2)(C2C=CC=CC=2)C2C=CC=CC=2)[P](C2C=CC=CC=2)(C2C=CC=CC=2)C2C=CC=CC=2)(C2C=CC=CC=2)C2C=CC=CC=2)=CC=1. The product is [Cl:1][C:2]1[CH:7]=[CH:6][CH:5]=[C:4]([Cl:8])[C:3]=1[C:9]1[C:13]([CH2:14][S:15][C:16]2[CH:21]=[CH:20][C:19]([C:29]3[CH:30]=[C:31]4[C:36](=[CH:37][CH:38]=3)[N:35]=[C:34]([C:39]([O:41][CH2:42][CH3:43])=[O:40])[CH:33]=[CH:32]4)=[CH:18][CH:17]=2)=[C:12]([CH:25]([CH3:27])[CH3:26])[O:11][N:10]=1. The yield is 0.220. (4) The reactants are Br[C:2]1[CH:3]=[C:4]([C:9]([NH:12][C:13](=[O:23])[O:14][CH:15]2[CH:20]3[CH2:21][CH2:22][N:17]([CH2:18][CH2:19]3)[CH2:16]2)([CH3:11])[CH3:10])[CH:5]=[CH:6][C:7]=1[F:8].[N:24]1[CH:29]=[CH:28][C:27](B(O)O)=[CH:26][CH:25]=1. The catalyst is C1C=CC(/C=C/C(/C=C/C2C=CC=CC=2)=O)=CC=1.C1C=CC(/C=C/C(/C=C/C2C=CC=CC=2)=O)=CC=1.C1C=CC(/C=C/C(/C=C/C2C=CC=CC=2)=O)=CC=1.[Pd].[Pd]. The product is [F:8][C:7]1[CH:6]=[CH:5][C:4]([C:9]([NH:12][C:13](=[O:23])[O:14][CH:15]2[CH:20]3[CH2:21][CH2:22][N:17]([CH2:18][CH2:19]3)[CH2:16]2)([CH3:11])[CH3:10])=[CH:3][C:2]=1[C:27]1[CH:28]=[CH:29][N:24]=[CH:25][CH:26]=1. The yield is 0.410. (5) The reactants are C(O)(=O)C.[C:5]([O:9][C:10](=[O:35])[NH:11][C:12]1[CH:13]=[N:14][C:15]([C:18](=O)[CH2:19][O:20][C:21]2[CH:22]=[N:23][C:24]3[C:29]([C:30]=2[NH2:31])=[N:28][C:27]([O:32][CH3:33])=[CH:26][CH:25]=3)=[CH:16][CH:17]=1)([CH3:8])([CH3:7])[CH3:6].C([BH3-])#N.[Na+].ClCCl. The catalyst is CO. The product is [C:5]([O:9][C:10](=[O:35])[NH:11][C:12]1[CH:13]=[N:14][C:15]([CH:18]2[NH:31][C:30]3[C:29]4[C:24](=[CH:25][CH:26]=[C:27]([O:32][CH3:33])[N:28]=4)[N:23]=[CH:22][C:21]=3[O:20][CH2:19]2)=[CH:16][CH:17]=1)([CH3:8])([CH3:7])[CH3:6]. The yield is 0.490. (6) The reactants are C([O:8][C:9]1[CH:10]=[C:11]([CH:76]=[CH:77][C:78]=1[N+:79]([O-])=O)[O:12][C:13]1[CH:18]=[CH:17][C:16]([C:19]2([C:52]3[CH:57]=[CH:56][C:55]([O:58][C:59]4[CH:64]=[CH:63][C:62]([N+:65]([O-])=O)=[C:61]([O:68]CC5C=CC=CC=5)[CH:60]=4)=[CH:54][CH:53]=3)[C:31]3[CH:30]=[C:29]([C:32]45[CH2:41][CH:36]6[CH2:37][CH:38]([CH2:40][CH:34]([CH2:35]6)[CH2:33]4)[CH2:39]5)[CH:28]=[CH:27][C:26]=3[C:25]3[C:20]2=[CH:21][C:22]([C:42]24[CH2:51][CH:46]5[CH2:47][CH:48]([CH2:50][CH:44]([CH2:45]5)[CH2:43]2)[CH2:49]4)=[CH:23][CH:24]=3)=[CH:15][CH:14]=1)C1C=CC=CC=1.C12(C3C=C(C45CC6CC(CC(C6)C4)C5)C(OC4C=CC([N+]([O-])=O)=C(OCC5C=CC=CC=5)C=4)=CC=3OC3C=CC([N+]([O-])=O)=C(OCC4C=CC=CC=4)C=3)CC3CC(CC(C3)C1)C2. No catalyst specified. The product is [NH2:65][C:62]1[CH:63]=[CH:64][C:59]([O:58][C:55]2[CH:56]=[CH:57][C:52]([C:19]3([C:16]4[CH:17]=[CH:18][C:13]([O:12][C:11]5[CH:76]=[CH:77][C:78]([NH2:79])=[C:9]([OH:8])[CH:10]=5)=[CH:14][CH:15]=4)[C:20]4[CH:21]=[C:22]([C:42]56[CH2:43][CH:44]7[CH2:50][CH:48]([CH2:47][CH:46]([CH2:45]7)[CH2:51]5)[CH2:49]6)[CH:23]=[CH:24][C:25]=4[C:26]4[C:31]3=[CH:30][C:29]([C:32]35[CH2:39][CH:38]6[CH2:37][CH:36]([CH2:35][CH:34]([CH2:40]6)[CH2:33]3)[CH2:41]5)=[CH:28][CH:27]=4)=[CH:53][CH:54]=2)=[CH:60][C:61]=1[OH:68]. The yield is 0.887. (7) The reactants are [N+:1]([C:4]1[CH:5]=[C:6]([OH:14])[CH:7]=[C:8]([C:10]([F:13])([F:12])[F:11])[CH:9]=1)([O-:3])=[O:2].C(=O)([O-])[O-].[Cs+].[Cs+].FC(F)(F)S(O[CH2:27][C@@H:28]1[CH2:32][O:31][C:30]([CH3:34])([CH3:33])[O:29]1)(=O)=O. The catalyst is CN(C=O)C. The product is [CH3:33][C:30]1([CH3:34])[O:29][C@H:28]([CH2:27][O:14][C:6]2[CH:7]=[C:8]([C:10]([F:11])([F:12])[F:13])[CH:9]=[C:4]([N+:1]([O-:3])=[O:2])[CH:5]=2)[CH2:32][O:31]1. The yield is 0.750. (8) The reactants are [N+:1]([C:4]1[N:9]=[CH:8][C:7]([OH:10])=[CH:6][CH:5]=1)([O-:3])=[O:2].Cl.Cl[CH2:13][CH2:14][N:15]([CH3:17])[CH3:16].C([O-])([O-])=O.[Cs+].[Cs+]. The catalyst is CN(C=O)C. The product is [CH3:16][N:15]([CH3:17])[CH2:14][CH2:13][O:10][C:7]1[CH:8]=[N:9][C:4]([N+:1]([O-:3])=[O:2])=[CH:5][CH:6]=1. The yield is 0.610. (9) The catalyst is C(Cl)Cl. The yield is 0.880. The reactants are [CH3:1][O:2][C:3]([C:5]1[C:22]([NH:23][C:24]2[CH:29]=[CH:28][C:27]([Br:30])=[CH:26][C:25]=2[Cl:31])=[C:21]([F:32])[C:8]2[N:9]=[CH:10][N:11]([CH2:12][CH2:13][C:14]([O:16]C(C)(C)C)=[O:15])[C:7]=2[CH:6]=1)=[O:4].[C:33]([OH:39])([C:35]([F:38])([F:37])[F:36])=[O:34]. The product is [OH:39][C:33]([C:35]([F:38])([F:37])[F:36])=[O:34].[CH3:1][O:2][C:3]([C:5]1[C:22]([NH:23][C:24]2[CH:29]=[CH:28][C:27]([Br:30])=[CH:26][C:25]=2[Cl:31])=[C:21]([F:32])[C:8]2[N:9]=[CH:10][N:11]([CH2:12][CH2:13][C:14]([OH:16])=[O:15])[C:7]=2[CH:6]=1)=[O:4]. (10) The reactants are [CH:1]1([CH:4]([O:6][C:7](=[O:34])[NH:8][C:9]2[CH:14]=[CH:13][C:12]([C:15]3[N:16]([CH:30]4[CH2:33][CH2:32][CH2:31]4)[C:17]4[C:22]([C:23]=3[C:24]#[N:25])=[CH:21][CH:20]=[C:19]([O:26][CH2:27][CH2:28]Cl)[CH:18]=4)=[CH:11][CH:10]=2)[CH3:5])[CH2:3][CH2:2]1.CN(C=O)C.CC#N.[I-].[Na+].[CH3:45][S:46]([O-:48])=[O:47].[Na+]. The catalyst is Cl.CN(C=O)C. The product is [CH:1]1([CH:4]([O:6][C:7](=[O:34])[NH:8][C:9]2[CH:14]=[CH:13][C:12]([C:15]3[N:16]([CH:30]4[CH2:33][CH2:32][CH2:31]4)[C:17]4[C:22]([C:23]=3[C:24]#[N:25])=[CH:21][CH:20]=[C:19]([O:26][CH2:27][CH2:28][S:46]([CH3:45])(=[O:48])=[O:47])[CH:18]=4)=[CH:11][CH:10]=2)[CH3:5])[CH2:3][CH2:2]1. The yield is 0.350.